The task is: Predict the reaction yield, written as a fraction of the theoretical maximum amount of product (1.0 means a 100% yield; for example, 0.34 means a 34% yield).. This data is from Reaction yield outcomes from USPTO patents with 853,638 reactions. The reactants are Br.[C:2]([O:7][CH2:8][S:9]/[C:10](=[N:12]/[C:13]1[CH:18]=[CH:17][C:16]([O:19][CH3:20])=[CH:15][C:14]=1[CH3:21])/[NH2:11])(=[O:6])[CH:3]([CH3:5])[CH3:4].[F:22][C:23]([F:55])([F:54])[C:24]1[CH:29]=[CH:28][C:27]([N:30]2[CH:34]=[N:33][C:32]([C:35]3[CH:40]=[CH:39][C:38]([NH:41][C:42](=O)[O:43]C4C=CC([N+]([O-])=O)=CC=4)=[CH:37][CH:36]=3)=[N:31]2)=[CH:26][CH:25]=1.C(N(C(C)C)C(C)C)C. The catalyst is O1CCCC1. The product is [C:2]([O:7][CH2:8][S:9]/[C:10](=[N:12]/[C:13]1[CH:18]=[CH:17][C:16]([O:19][CH3:20])=[CH:15][C:14]=1[CH3:21])/[NH:11][C:42](=[O:43])[NH:41][C:38]1[CH:39]=[CH:40][C:35]([C:32]2[N:33]=[CH:34][N:30]([C:27]3[CH:28]=[CH:29][C:24]([C:23]([F:55])([F:54])[F:22])=[CH:25][CH:26]=3)[N:31]=2)=[CH:36][CH:37]=1)(=[O:6])[CH:3]([CH3:5])[CH3:4]. The yield is 0.610.